Dataset: CYP2D6 inhibition data for predicting drug metabolism from PubChem BioAssay. Task: Regression/Classification. Given a drug SMILES string, predict its absorption, distribution, metabolism, or excretion properties. Task type varies by dataset: regression for continuous measurements (e.g., permeability, clearance, half-life) or binary classification for categorical outcomes (e.g., BBB penetration, CYP inhibition). Dataset: cyp2d6_veith. (1) The compound is CN(CC(=O)O)CC(=O)O. The result is 0 (non-inhibitor). (2) The drug is CC1(C)OC(=O)C(=CNc2cccc(O)c2)C(=O)O1. The result is 0 (non-inhibitor). (3) The compound is CO/N=C(\C(=O)N[C@@H]1C(=O)N2C(C(=O)[O-])=C(C[N+]3(C)CCCC3)CS[C@@H]12)c1csc(N)n1.Cl.O. The result is 0 (non-inhibitor).